From a dataset of Forward reaction prediction with 1.9M reactions from USPTO patents (1976-2016). Predict the product of the given reaction. Given the reactants [NH2:1][C:2]1[C:7]([Cl:8])=[CH:6][C:5]([Cl:9])=[CH:4][N:3]=1.[C:10]1(=O)[CH2:15][CH2:14][CH2:13][C:12](=[O:16])[CH2:11]1.O.C1(C)C=CC(S(O)(=O)=O)=CC=1.C(=O)(O)[O-].[Na+], predict the reaction product. The product is: [Cl:8][C:7]1[C:2]([NH:1][C:10]2[CH2:15][CH2:14][CH2:13][C:12](=[O:16])[CH:11]=2)=[N:3][CH:4]=[C:5]([Cl:9])[CH:6]=1.